Dataset: Full USPTO retrosynthesis dataset with 1.9M reactions from patents (1976-2016). Task: Predict the reactants needed to synthesize the given product. (1) Given the product [C:1]([C:3]1[CH:7]=[C:6]([CH:8]([OH:9])[CH:12]([CH3:13])[CH3:11])[S:5][CH:4]=1)#[N:2], predict the reactants needed to synthesize it. The reactants are: [C:1]([C:3]1[CH:7]=[C:6]([CH:8]=[O:9])[S:5][CH:4]=1)#[N:2].O1C[CH2:13][CH2:12][CH2:11]1.C([Mg]Cl)(C)C.C(OCC)(=O)C. (2) Given the product [CH3:1][O:2][C:3]([C:4]1[C:5]2[CH:17]=[C:18]([C:19]3[CH:24]=[CH:23][CH:22]=[CH:21][CH:20]=3)[NH:13][C:6]=2[CH:7]=[CH:8][C:9]=1[N+:10]([O-:12])=[O:11])=[O:25], predict the reactants needed to synthesize it. The reactants are: [CH3:1][O:2][C:3](=[O:25])[C:4]1[C:9]([N+:10]([O-:12])=[O:11])=[CH:8][CH:7]=[C:6]([NH:13]C(=O)C)[C:5]=1[C:17]#[C:18][C:19]1[CH:24]=[CH:23][CH:22]=[CH:21][CH:20]=1.C(OCC)(=O)C. (3) Given the product [O:1]1[CH:5]=[CH:4][C:3]([C:6]2[N:11]3[N:12]=[C:13]([NH:15][C:23](=[O:24])[CH2:22][C:16]4[CH:21]=[CH:20][CH:19]=[CH:18][CH:17]=4)[N:14]=[C:10]3[CH:9]=[CH:8][CH:7]=2)=[CH:2]1, predict the reactants needed to synthesize it. The reactants are: [O:1]1[CH:5]=[CH:4][C:3]([C:6]2[N:11]3[N:12]=[C:13]([NH2:15])[N:14]=[C:10]3[CH:9]=[CH:8][CH:7]=2)=[CH:2]1.[C:16]1([CH2:22][C:23](Cl)=[O:24])[CH:21]=[CH:20][CH:19]=[CH:18][CH:17]=1. (4) Given the product [NH:7]1[CH:11]=[C:10]([C:12]2[CH:13]=[C:14]3[C:18](=[CH:19][CH:20]=2)[N:17]([CH2:21][CH:22]2[CH2:26][CH2:25][N:24]([C:27]([O:29][CH2:30][CH:31]([CH3:33])[CH3:32])=[O:28])[CH2:23]2)[CH2:16][CH2:15]3)[CH:9]=[N:8]1, predict the reactants needed to synthesize it. The reactants are: O1CCCCC1[N:7]1[CH:11]=[C:10]([C:12]2[CH:13]=[C:14]3[C:18](=[CH:19][CH:20]=2)[N:17]([CH2:21][CH:22]2[CH2:26][CH2:25][N:24]([C:27]([O:29][CH2:30][CH:31]([CH3:33])[CH3:32])=[O:28])[CH2:23]2)[CH:16]=[CH:15]3)[CH:9]=[N:8]1.[BH3-]C#N.[Na+].Cl.CO.ClCCl.